From a dataset of Full USPTO retrosynthesis dataset with 1.9M reactions from patents (1976-2016). Predict the reactants needed to synthesize the given product. (1) The reactants are: [OH:1][C@H:2]1[CH2:6][N:5]([C:7]([O:9][C:10]([CH3:13])([CH3:12])[CH3:11])=[O:8])[C@H:4]([CH2:14][OH:15])[CH2:3]1.CC(OI1(OC(C)=O)(OC(C)=O)OC(=O)C2C=CC=CC1=2)=O. Given the product [CH:14]([C@@H:4]1[CH2:3][C@@H:2]([OH:1])[CH2:6][N:5]1[C:7]([O:9][C:10]([CH3:13])([CH3:12])[CH3:11])=[O:8])=[O:15], predict the reactants needed to synthesize it. (2) Given the product [CH3:4][C:5]([O:8][C@H:9]([CH3:47])[C@@H:10]([C:43]([OH:45])=[O:44])[NH:11][C:12]([C:14]1[CH:19]=[CH:18][C:17]([C:20]2[CH:25]=[CH:24][C:23]([F:26])=[C:22]([F:27])[CH:21]=2)=[CH:16][C:15]=1[NH:28][C:29]([NH:31][C:32]1[C:33]([CH3:42])=[CH:34][C:35]([CH2:39][CH2:40][CH3:41])=[CH:36][C:37]=1[CH3:38])=[O:30])=[O:13])([CH3:6])[CH3:7], predict the reactants needed to synthesize it. The reactants are: O.[OH-].[Li+].[CH3:4][C:5]([O:8][C@H:9]([CH3:47])[C@@H:10]([C:43]([O:45]C)=[O:44])[NH:11][C:12]([C:14]1[CH:19]=[CH:18][C:17]([C:20]2[CH:25]=[CH:24][C:23]([F:26])=[C:22]([F:27])[CH:21]=2)=[CH:16][C:15]=1[NH:28][C:29]([NH:31][C:32]1[C:37]([CH3:38])=[CH:36][C:35]([CH2:39][CH2:40][CH3:41])=[CH:34][C:33]=1[CH3:42])=[O:30])=[O:13])([CH3:7])[CH3:6].CO.Cl. (3) Given the product [NH2:8][C:9]1[CH:14]=[C:13]([C:15]2[C:16]([C:29]3[CH:34]=[CH:33][C:32]([F:35])=[C:31]([F:36])[CH:30]=3)=[N:17][N:18]([C:20]3[CH:21]=[CH:22][C:23]4[N:24]([CH:26]=[N:27][N:28]=4)[N:25]=3)[CH:19]=2)[CH:12]=[CH:11][N:10]=1, predict the reactants needed to synthesize it. The reactants are: C(OC([NH:8][C:9]1[CH:14]=[C:13]([C:15]2[C:16]([C:29]3[CH:34]=[CH:33][C:32]([F:35])=[C:31]([F:36])[CH:30]=3)=[N:17][N:18]([C:20]3[CH:21]=[CH:22][C:23]4[N:24]([CH:26]=[N:27][N:28]=4)[N:25]=3)[CH:19]=2)[CH:12]=[CH:11][N:10]=1)=O)(C)(C)C.C(OC(NC1C=C(C2C(C3C=CC=CC=3)=NN(C3C=CC4N(C=NN=4)N=3)C=2)C=CN=1)=O)(C)(C)C. (4) Given the product [CH2:1]([O:8][C:9]([N:11]1[CH:15]([C:16](=[O:18])[NH:60][C:61]2[S:62][CH:63]=[C:64]([C:66]3[CH:67]=[CH:68][C:69]([C:70](=[O:71])[NH:72][CH:73]4[CH2:75][CH2:74]4)=[CH:76][CH:77]=3)[N:65]=2)[CH2:14][S:13][C@@H:12]1[C:19]1[CH:24]=[CH:23][CH:22]=[CH:21][C:20]=1[O:25][CH3:26])=[O:10])[C:2]1[CH:7]=[CH:6][CH:5]=[CH:4][CH:3]=1, predict the reactants needed to synthesize it. The reactants are: [CH2:1]([O:8][C:9]([N:11]1[CH:15]([C:16]([OH:18])=O)[CH2:14][S:13][C@@H:12]1[C:19]1[CH:24]=[CH:23][CH:22]=[CH:21][C:20]=1[O:25][CH3:26])=[O:10])[C:2]1[CH:7]=[CH:6][CH:5]=[CH:4][CH:3]=1.CCN(C(C)C)C(C)C.CN(C(ON1N=NC2C=CC=NC1=2)=[N+](C)C)C.F[P-](F)(F)(F)(F)F.[NH2:60][C:61]1[S:62][CH:63]=[C:64]([C:66]2[CH:77]=[CH:76][C:69]([C:70]([NH:72][CH:73]3[CH2:75][CH2:74]3)=[O:71])=[CH:68][CH:67]=2)[N:65]=1. (5) Given the product [CH2:6]([S:5][CH:4]([CH2:22][CH2:21][CH2:20][C:14]1[CH:19]=[CH:18][CH:17]=[CH:16][CH:15]=1)[C:3]([O:2][CH3:1])=[O:13])[C:7]1[CH:12]=[CH:11][CH:10]=[CH:9][CH:8]=1, predict the reactants needed to synthesize it. The reactants are: [CH3:1][O:2][C:3](=[O:13])[CH2:4][S:5][CH2:6][C:7]1[CH:12]=[CH:11][CH:10]=[CH:9][CH:8]=1.[C:14]1([CH2:20][CH2:21][CH2:22]I)[CH:19]=[CH:18][CH:17]=[CH:16][CH:15]=1. (6) Given the product [OH:6][C:7]1[CH:16]=[C:15]2[C:10]([CH2:11][CH2:12][NH:13][C:14]2=[O:17])=[CH:9][CH:8]=1, predict the reactants needed to synthesize it. The reactants are: B(Br)(Br)Br.C[O:6][C:7]1[CH:16]=[C:15]2[C:10]([CH2:11][CH2:12][NH:13][C:14]2=[O:17])=[CH:9][CH:8]=1.O.CCOC(C)=O.